From a dataset of Full USPTO retrosynthesis dataset with 1.9M reactions from patents (1976-2016). Predict the reactants needed to synthesize the given product. (1) Given the product [C:28]([O:27][C:24]1[CH:25]=[CH:26][C:21]([CH2:20][C@@H:19]([C:32]([NH2:51])=[O:34])[NH2:18])=[CH:22][CH:23]=1)([CH3:31])([CH3:30])[CH3:29], predict the reactants needed to synthesize it. The reactants are: C([NH:18][C@H:19]([C:32]([OH:34])=O)[CH2:20][C:21]1[CH:26]=[CH:25][C:24]([O:27][C:28]([CH3:31])([CH3:30])[CH3:29])=[CH:23][CH:22]=1)(OCC1C2C(=CC=CC=2)C2C1=CC=CC=2)=O.[NH4+].C(OC(OC(OC(C)(C)C)=O)=O)(C)(C)C.[N:51]1C=CC=CC=1. (2) Given the product [Cl:19][C:2]1[CH:3]=[C:4]2[C:9](=[CH:10][CH:11]=1)[CH:8]=[C:7]([C:12]([OH:14])=[O:13])[CH:6]=[CH:5]2, predict the reactants needed to synthesize it. The reactants are: N[C:2]1[CH:3]=[C:4]2[C:9](=[CH:10][CH:11]=1)[CH:8]=[C:7]([C:12]([OH:14])=[O:13])[CH:6]=[CH:5]2.N([O-])=O.[Na+].[ClH:19]. (3) Given the product [F:1][C:2]1[CH:3]=[CH:4][C:5]([O:32][C:33]2[CH:34]=[CH:35][CH:36]=[CH:37][CH:38]=2)=[C:6]([N:8]([CH2:9][C:10]2[CH:15]=[C:14]([O:16][CH3:17])[CH:13]=[CH:12][C:11]=2[O:18][CH2:19][CH2:20][O:21][S:22]([C:25]2[CH:31]=[CH:30][C:28]([CH3:29])=[CH:27][CH:26]=2)(=[O:24])=[O:23])[C:39](=[O:41])[CH3:40])[CH:7]=1, predict the reactants needed to synthesize it. The reactants are: [F:1][C:2]1[CH:3]=[CH:4][C:5]([O:32][C:33]2[CH:38]=[CH:37][CH:36]=[CH:35][CH:34]=2)=[C:6]([NH:8][CH2:9][C:10]2[CH:15]=[C:14]([O:16][CH3:17])[CH:13]=[CH:12][C:11]=2[O:18][CH2:19][CH2:20][O:21][S:22]([C:25]2[CH:31]=[CH:30][C:28]([CH3:29])=[CH:27][CH:26]=2)(=[O:24])=[O:23])[CH:7]=1.[C:39](OC(=O)C)(=[O:41])[CH3:40]. (4) Given the product [Cl:23][C:17]1[CH:16]=[C:15]([N:12]2[C:13]([CH3:14])=[C:9]([O:8][C:5]3[CH:4]=[CH:3][C:2]([NH:1][C:27](=[O:28])[C:26]([CH3:31])([CH3:30])[CH3:25])=[N:7][CH:6]=3)[C:10]([CH3:24])=[N:11]2)[CH:22]=[CH:21][C:18]=1[C:19]#[N:20], predict the reactants needed to synthesize it. The reactants are: [NH2:1][C:2]1[N:7]=[CH:6][C:5]([O:8][C:9]2[C:10]([CH3:24])=[N:11][N:12]([C:15]3[CH:22]=[CH:21][C:18]([C:19]#[N:20])=[C:17]([Cl:23])[CH:16]=3)[C:13]=2[CH3:14])=[CH:4][CH:3]=1.[CH3:25][C:26]([CH3:31])([CH3:30])[C:27](O)=[O:28]. (5) Given the product [N:7]1([C:8]([C@H:10]([NH:12][C:13]([C:15]2[C:19]([Br:20])=[C:18]([NH:21][C:22](=[O:30])[C:23]3[CH:28]=[CH:27][CH:26]=[CH:25][C:24]=3[Cl:29])[NH:17][N:16]=2)=[O:14])[CH3:11])=[O:9])[CH2:6][CH2:5][CH2:4][CH2:3][CH2:31]1, predict the reactants needed to synthesize it. The reactants are: N1[CH:5]=[CH:4][CH:3]=N1.[CH3:6][N:7]([CH3:31])[C:8]([C@H:10]([NH:12][C:13]([C:15]1[C:19]([Br:20])=[C:18]([NH:21][C:22](=[O:30])[C:23]2[CH:28]=[CH:27][CH:26]=[CH:25][C:24]=2[Cl:29])[NH:17][N:16]=1)=[O:14])[CH3:11])=[O:9].